Dataset: Catalyst prediction with 721,799 reactions and 888 catalyst types from USPTO. Task: Predict which catalyst facilitates the given reaction. (1) Reactant: [CH:1]([C:4]1[NH:5][C:6]([C:24]2[CH:29]=[CH:28][CH:27]=[C:26]([CH3:30])[N:25]=2)=[C:7]([C:9]2[CH:10]=[C:11]([C:15]3[CH:20]=[CH:19][C:18]([N+:21]([O-])=O)=[CH:17][CH:16]=3)[CH:12]=[CH:13][CH:14]=2)[N:8]=1)([CH3:3])[CH3:2]. Product: [CH:1]([C:4]1[NH:5][C:6]([C:24]2[CH:29]=[CH:28][CH:27]=[C:26]([CH3:30])[N:25]=2)=[C:7]([C:9]2[CH:10]=[C:11]([C:15]3[CH:20]=[CH:19][C:18]([NH2:21])=[CH:17][CH:16]=3)[CH:12]=[CH:13][CH:14]=2)[N:8]=1)([CH3:3])[CH3:2]. The catalyst class is: 352. (2) Reactant: [NH2:1][C:2]1[CH:7]=[CH:6][C:5]([C@@H:8]2[O:13][CH2:12][CH2:11][N:10]([C:14]([O:16][C:17]([CH3:20])([CH3:19])[CH3:18])=[O:15])[CH2:9]2)=[CH:4][CH:3]=1.[Cl:21]N1C(=O)CCC1=O.C(OCC)(=O)C. Product: [NH2:1][C:2]1[CH:7]=[CH:6][C:5]([C@@H:8]2[O:13][CH2:12][CH2:11][N:10]([C:14]([O:16][C:17]([CH3:20])([CH3:19])[CH3:18])=[O:15])[CH2:9]2)=[CH:4][C:3]=1[Cl:21]. The catalyst class is: 9. (3) Reactant: [OH:1][C:2]1[CH:11]=[CH:10][C:5]([C:6]([O:8][CH3:9])=[O:7])=[CH:4][C:3]=1[I:12].[H-].[Na+].Br[CH2:16][CH:17]=[CH2:18]. Product: [CH2:18]([O:1][C:2]1[CH:11]=[CH:10][C:5]([C:6]([O:8][CH3:9])=[O:7])=[CH:4][C:3]=1[I:12])[CH:17]=[CH2:16]. The catalyst class is: 3. (4) Reactant: Br[C:2]1[CH:7]=[CH:6][CH:5]=[C:4]([F:8])[C:3]=1[F:9].C([Li])CCCCC.[C:17]([N:24]1[CH2:28][CH2:27][C:26](=[O:29])[CH2:25]1)([O:19][C:20]([CH3:23])([CH3:22])[CH3:21])=[O:18].[Cl-].[NH4+]. Product: [F:9][C:3]1[C:4]([F:8])=[CH:5][CH:6]=[CH:7][C:2]=1[C:26]1([OH:29])[CH2:27][CH2:28][N:24]([C:17]([O:19][C:20]([CH3:22])([CH3:21])[CH3:23])=[O:18])[CH2:25]1. The catalyst class is: 27. (5) Reactant: [Br:1][C:2]1[CH:3]=[C:4]([CH2:9][C:10](O)=[O:11])[CH:5]=[C:6]([Br:8])[CH:7]=1. Product: [Br:1][C:2]1[CH:3]=[C:4]([CH2:9][CH2:10][OH:11])[CH:5]=[C:6]([Br:8])[CH:7]=1. The catalyst class is: 7. (6) Reactant: [N:1]1([C:18]([O:20][C:21]([CH3:24])([CH3:23])[CH3:22])=[O:19])[CH2:6][CH2:5][N:4]([C:7]([O:9][C:10]([CH3:13])([CH3:12])[CH3:11])=[O:8])[CH2:3][CH:2]1C(OC)=O.C[Mg]Br. Product: [OH:9][C:10]([CH:2]1[CH2:3][N:4]([C:7]([O:9][C:10]([CH3:13])([CH3:11])[CH3:12])=[O:8])[CH2:5][CH2:6][N:1]1[C:18]([O:20][C:21]([CH3:23])([CH3:22])[CH3:24])=[O:19])([CH3:12])[CH3:11]. The catalyst class is: 1. (7) Reactant: [C:1]([NH:5][C:6]([C:8]1[CH:9]=[N:10][N:11]2[CH:16]=[CH:15][C:14]([N:17]3[CH2:21][C@H:20]([OH:22])[CH2:19][C@@H:18]3[C:23]3[CH:28]=[CH:27][CH:26]=[C:25]([F:29])[CH:24]=3)=[N:13][C:12]=12)=[O:7])([CH3:4])([CH3:3])[CH3:2].CC(OI1(OC(C)=O)(OC(C)=O)OC(=O)C2C=CC=CC1=2)=O.[OH-].[Na+]. Product: [C:1]([NH:5][C:6]([C:8]1[CH:9]=[N:10][N:11]2[CH:16]=[CH:15][C:14]([N:17]3[CH2:21][C:20](=[O:22])[CH2:19][C@@H:18]3[C:23]3[CH:28]=[CH:27][CH:26]=[C:25]([F:29])[CH:24]=3)=[N:13][C:12]=12)=[O:7])([CH3:4])([CH3:2])[CH3:3]. The catalyst class is: 448.